From a dataset of Reaction yield outcomes from USPTO patents with 853,638 reactions. Predict the reaction yield, written as a fraction of the theoretical maximum amount of product (1.0 means a 100% yield; for example, 0.34 means a 34% yield). (1) The reactants are [C:1]([O:4][CH2:5][CH2:6][CH:7]([OH:20])[CH2:8][N:9]1[C:13](=[O:14])[C:12]2=[CH:15][CH:16]=[CH:17][CH:18]=[C:11]2[C:10]1=[O:19])(=[O:3])[CH3:2].C[N+]1([O-])CCOCC1. The catalyst is C(Cl)Cl.[Ru]([O-])(=O)(=O)=O.C([N+](CCC)(CCC)CCC)CC. The product is [C:1]([O:4][CH2:5][CH2:6][C:7](=[O:20])[CH2:8][N:9]1[C:10](=[O:19])[C:11]2=[CH:18][CH:17]=[CH:16][CH:15]=[C:12]2[C:13]1=[O:14])(=[O:3])[CH3:2]. The yield is 0.920. (2) The reactants are ClCCl.[NH:4]1[CH2:9][CH2:8][CH2:7][CH2:6][CH2:5]1.[N:10]1[S:11][N:12]=[C:13]2[CH:18]=[C:17]([C:19](OC)=[O:20])[CH:16]=[CH:15][C:14]=12. The catalyst is C1(C)C=CC=CC=1. The product is [N:10]1[S:11][N:12]=[C:13]2[CH:18]=[C:17]([C:19]([N:4]3[CH2:9][CH2:8][CH2:7][CH2:6][CH2:5]3)=[O:20])[CH:16]=[CH:15][C:14]=12. The yield is 0.870. (3) The reactants are [NH2:1][CH:2]1[CH2:7][CH2:6][N:5]([CH2:8][CH2:9][N:10]2[C:19]3[C:14](=[N:15][CH:16]=[C:17]([F:22])[C:18]=3[CH2:20][CH3:21])[CH:13]=[CH:12][C:11]2=[O:23])[CH2:4][CH2:3]1.[O:24]1[C:33]2[CH:32]=[C:31]([CH:34]=O)[N:30]=[CH:29][C:28]=2[O:27][CH2:26][CH2:25]1.CO.[BH-](OC(C)=O)(OC(C)=O)OC(C)=O.[Na+].C(Cl)(Cl)[Cl:53]. No catalyst specified. The product is [ClH:53].[ClH:53].[O:24]1[C:33]2[CH:32]=[C:31]([CH2:34][NH:1][CH:2]3[CH2:3][CH2:4][N:5]([CH2:8][CH2:9][N:10]4[C:19]5[C:14](=[N:15][CH:16]=[C:17]([F:22])[C:18]=5[CH2:20][CH3:21])[CH:13]=[CH:12][C:11]4=[O:23])[CH2:6][CH2:7]3)[N:30]=[CH:29][C:28]=2[O:27][CH2:26][CH2:25]1. The yield is 0.480. (4) The reactants are C(O[C:6]([N:8]1[CH2:11][CH:10]([NH:12][C:13]2[CH:14]=[CH:15][C:16]3[O:25][CH2:24][CH2:23][C:22]4[CH:21]=[C:20]([C:26]5[N:27]([C:31]6[CH:36]=[CH:35][C:34]([F:37])=[CH:33][C:32]=6[F:38])[N:28]=[CH:29][N:30]=5)[S:19][C:18]=4[C:17]=3[N:39]=2)[CH2:9]1)=O)(C)(C)C.[H-].[H-].[H-].[H-].[Li+].[Al+3]. The catalyst is C1COCC1. The product is [F:38][C:32]1[CH:33]=[C:34]([F:37])[CH:35]=[CH:36][C:31]=1[N:27]1[C:26]([C:20]2[S:19][C:18]3[C:17]4[N:39]=[C:13]([NH:12][CH:10]5[CH2:9][N:8]([CH3:6])[CH2:11]5)[CH:14]=[CH:15][C:16]=4[O:25][CH2:24][CH2:23][C:22]=3[CH:21]=2)=[N:30][CH:29]=[N:28]1. The yield is 0.510. (5) The reactants are [CH3:1][O:2][C:3](=[O:13])[CH2:4][CH2:5][CH2:6][CH2:7][CH2:8][CH2:9][C:10]([OH:12])=O.C(N(CC)CC)C.C(OC(Cl)=O)C(C)C.[C:29]1([CH2:39][NH2:40])[C:38]2[C:33](=[CH:34][CH:35]=[CH:36][CH:37]=2)[CH:32]=[CH:31][CH:30]=1. The catalyst is O1CCCC1.[Cl-].[Na+].O. The product is [CH3:1][O:2][C:3](=[O:13])[CH2:4][CH2:5][CH2:6][CH2:7][CH2:8][CH2:9][C:10](=[O:12])[NH:40][CH2:39][C:29]1[C:38]2[C:33](=[CH:34][CH:35]=[CH:36][CH:37]=2)[CH:32]=[CH:31][CH:30]=1. The yield is 0.854. (6) The reactants are [Cl:1][C:2]1[CH:3]=[C:4]2[C:8](=[CH:9][CH:10]=1)[N:7]([S:11]([C:14]1[CH:15]=[C:16]([CH:31]=[CH:32][CH:33]=1)[C:17]([NH:19][C:20]1[CH:28]=[CH:27][C:26]([C:29]#[N:30])=[CH:25][C:21]=1[C:22](O)=[O:23])=[O:18])(=[O:13])=[O:12])[CH2:6][CH2:5]2.CCN(CC)CC.ClC(OCC)=O. The catalyst is C1COCC1. The product is [Cl:1][C:2]1[CH:3]=[C:4]2[C:8](=[CH:9][CH:10]=1)[N:7]([S:11]([C:14]1[CH:15]=[C:16]([C:17]3[O:18][C:22](=[O:23])[C:21]4[CH:25]=[C:26]([C:29]#[N:30])[CH:27]=[CH:28][C:20]=4[N:19]=3)[CH:31]=[CH:32][CH:33]=1)(=[O:13])=[O:12])[CH2:6][CH2:5]2. The yield is 0.330.